Dataset: Reaction yield outcomes from USPTO patents with 853,638 reactions. Task: Predict the reaction yield, written as a fraction of the theoretical maximum amount of product (1.0 means a 100% yield; for example, 0.34 means a 34% yield). (1) The reactants are [C:1]([O:4][C:5]1[CH:13]=[CH:12][C:11]([Cl:14])=[CH:10][C:6]=1[C:7]([OH:9])=O)(=[O:3])[CH3:2].[NH2:15][N:16]1[CH:21]=[CH:20][CH:19]=[CH:18][NH:17]1. No catalyst specified. The product is [C:1]([O:4][C:5]1[CH:13]=[CH:12][C:11]([Cl:14])=[CH:10][C:6]=1[C:7]([NH:15][N:16]1[CH:21]=[CH:20][CH:19]=[CH:18][NH:17]1)=[O:9])(=[O:3])[CH3:2]. The yield is 0.197. (2) The reactants are [CH3:1][CH:2]([C:6]1[CH:7]=[C:8]([CH:14]=[CH:15][C:16]=1[OH:17])[C:9]([O:11]CC)=[O:10])[C:3]([CH3:5])=[CH2:4].[OH-].[K+]. The catalyst is CO.O. The product is [CH3:1][CH:2]([C:6]1[CH:7]=[C:8]([CH:14]=[CH:15][C:16]=1[OH:17])[C:9]([OH:11])=[O:10])[C:3]([CH3:5])=[CH2:4]. The yield is 0.510. (3) The reactants are [OH:1][C@H:2]([C:34]1[CH:39]=[CH:38][CH:37]=[CH:36][CH:35]=1)[CH2:3][NH:4][C:5]1[CH:10]=[CH:9][C:8]([CH2:11][CH2:12][NH:13][CH2:14][C@H:15]([OH:33])[C:16]2[CH:21]=[CH:20][C:19]([O:22]CC3C=CC=CC=3)=[C:18]([NH:30][CH:31]=[O:32])[CH:17]=2)=[CH:7][CH:6]=1.C. The catalyst is C(O)C. The product is [OH:1][C@H:2]([C:34]1[CH:35]=[CH:36][CH:37]=[CH:38][CH:39]=1)[CH2:3][NH:4][C:5]1[CH:10]=[CH:9][C:8]([CH2:11][CH2:12][NH:13][CH2:14][C@H:15]([OH:33])[C:16]2[CH:21]=[CH:20][C:19]([OH:22])=[C:18]([NH:30][CH:31]=[O:32])[CH:17]=2)=[CH:7][CH:6]=1. The yield is 0.910. (4) The reactants are BrCCBr.Cl[Si](C)(C)C.I[CH:11]1[CH2:14][N:13]([C:15]([O:17][C:18]([CH3:21])([CH3:20])[CH3:19])=[O:16])[CH2:12]1.Br[C:23]1[S:24][CH:25]=[C:26]([Br:28])[N:27]=1. The catalyst is O1CCCC1.[Zn].C1C=CC([P]([Pd]([P](C2C=CC=CC=2)(C2C=CC=CC=2)C2C=CC=CC=2)([P](C2C=CC=CC=2)(C2C=CC=CC=2)C2C=CC=CC=2)[P](C2C=CC=CC=2)(C2C=CC=CC=2)C2C=CC=CC=2)(C2C=CC=CC=2)C2C=CC=CC=2)=CC=1.O. The product is [Br:28][C:26]1[N:27]=[C:23]([CH:11]2[CH2:14][N:13]([C:15]([O:17][C:18]([CH3:21])([CH3:20])[CH3:19])=[O:16])[CH2:12]2)[S:24][CH:25]=1. The yield is 0.0800.